Dataset: Reaction yield outcomes from USPTO patents with 853,638 reactions. Task: Predict the reaction yield, written as a fraction of the theoretical maximum amount of product (1.0 means a 100% yield; for example, 0.34 means a 34% yield). (1) The reactants are Cl[C:2]1[N:10]=[C:9]2[C:5]([N:6]=[C:7]([CH2:17][N:18]3[CH2:21][CH:20]([N:22]4[CH2:27][CH2:26][NH:25][C:24](=[O:28])[CH2:23]4)[CH2:19]3)[N:8]2[CH:11]2[CH2:16][CH2:15][CH2:14][CH2:13][O:12]2)=[C:4]([N:29]2[CH2:34][CH2:33][O:32][CH2:31][CH2:30]2)[N:3]=1.[CH2:35]([C:37]1[NH:38][C:39]2[CH:45]=[CH:44][CH:43]=[CH:42][C:40]=2[N:41]=1)[CH3:36].CC(C1C=C(C(C)C)C(C2C=CC=CC=2P(C2CCCCC2)C2CCCCC2)=C(C(C)C)C=1)C.C([O-])([O-])=O.[Cs+].[Cs+]. The catalyst is O1CCOCC1.C1C=CC(/C=C/C(/C=C/C2C=CC=CC=2)=O)=CC=1.C1C=CC(/C=C/C(/C=C/C2C=CC=CC=2)=O)=CC=1.C1C=CC(/C=C/C(/C=C/C2C=CC=CC=2)=O)=CC=1.[Pd].[Pd]. The product is [CH2:35]([C:37]1[N:38]([C:2]2[N:10]=[C:9]3[C:5]([N:6]=[C:7]([CH2:17][N:18]4[CH2:19][CH:20]([N:22]5[CH2:27][CH2:26][NH:25][C:24](=[O:28])[CH2:23]5)[CH2:21]4)[N:8]3[CH:11]3[CH2:16][CH2:15][CH2:14][CH2:13][O:12]3)=[C:4]([N:29]3[CH2:30][CH2:31][O:32][CH2:33][CH2:34]3)[N:3]=2)[C:39]2[CH:45]=[CH:44][CH:43]=[CH:42][C:40]=2[N:41]=1)[CH3:36]. The yield is 0.390. (2) The reactants are [N:1]1[CH:6]=[CH:5][CH:4]=[CH:3][C:2]=1[CH2:7][CH2:8][OH:9].[C:23]1(P([C:23]2[CH:28]=[CH:27][CH:26]=[CH:25][CH:24]=2)[C:23]2[CH:28]=[CH:27][CH:26]=[CH:25][CH:24]=2)[CH:28]=[CH:27][CH:26]=[CH:25][CH:24]=1.N([C:37]([O:39][CH:40]([CH3:42])C)=[O:38])=N[C:37]([O:39][CH:40](C)[CH3:42])=[O:38].[CH2:43]1[CH2:47][O:46][CH2:45][CH2:44]1.[CH:48]1[CH:53]=C[CH:51]=[CH:50][CH:49]=1. No catalyst specified. The product is [CH2:40]([O:39][C:37]([C:51]1[C:47](=[O:46])[C:43]2[C:49]([C:50]=1[C:23]1[CH:24]=[CH:25][CH:26]=[CH:27][CH:28]=1)=[CH:48][CH:53]=[C:45]([O:9][CH2:8][CH2:7][C:2]1[CH:3]=[CH:4][CH:5]=[CH:6][N:1]=1)[CH:44]=2)=[O:38])[CH3:42]. The yield is 0.890. (3) The reactants are [CH3:1][O:2][C:3]1[C:4]([NH:14][C:15](=[O:19])OCC)=[N:5][C:6]2[C:11]([N:12]=1)=[CH:10][C:9]([CH3:13])=[CH:8][CH:7]=2.[C:20]([C:22]1[CH:27]=[CH:26][CH:25]=[CH:24][C:23]=1[N:28]1[CH2:33][CH2:32][NH:31][CH2:30][CH2:29]1)#[N:21]. No catalyst specified. The product is [CH3:1][O:2][C:3]1[C:4]([NH:14][C:15]([N:31]2[CH2:30][CH2:29][N:28]([C:23]3[CH:24]=[CH:25][CH:26]=[CH:27][C:22]=3[C:20]#[N:21])[CH2:33][CH2:32]2)=[O:19])=[N:5][C:6]2[C:11]([N:12]=1)=[CH:10][C:9]([CH3:13])=[CH:8][CH:7]=2. The yield is 0.930. (4) The reactants are [CH3:1][O:2][C:3](=[O:19])[CH2:4][C:5]1[C:14]([CH:15]=[CH2:16])=[C:13]([OH:17])[C:12]2[C:7](=[CH:8][CH:9]=[C:10]([F:18])[CH:11]=2)[CH:6]=1.C(S([C:25]1[CH:30]=[CH:29][C:28]([S:31]([CH2:34][CH3:35])(=[O:33])=[O:32])=[CH:27][N:26]=1)(=O)=O)C.[I-].[K+].C(=O)([O-])[O-].[Cs+].[Cs+]. The catalyst is CC(C)=O.CN(C)C=O. The product is [CH3:1][O:2][C:3](=[O:19])[CH2:4][C:5]1[C:14]([CH:15]=[CH2:16])=[C:13]([O:17][C:25]2[CH:30]=[CH:29][C:28]([S:31]([CH2:34][CH3:35])(=[O:32])=[O:33])=[CH:27][N:26]=2)[C:12]2[C:7](=[CH:8][CH:9]=[C:10]([F:18])[CH:11]=2)[CH:6]=1. The yield is 0.361. (5) The reactants are Cl[C:2]1[N:3]=[C:4]([N:22]2[CH2:27][CH2:26][O:25][CH2:24][CH2:23]2)[C:5]2[N:10]=[C:9]([CH2:11][N:12]3[CH2:15][CH:14]([N:16]4[CH2:21][CH2:20][O:19][CH2:18][CH2:17]4)[CH2:13]3)[S:8][C:6]=2[N:7]=1.[NH2:28][C:29]1[CH:34]=[CH:33][CH:32]=[CH:31][C:30]=1[NH2:35].C1C=CC(P(C2C(C3C(P(C4C=CC=CC=4)C4C=CC=CC=4)=CC=C4C=3C=CC=C4)=C3C(C=CC=C3)=CC=2)C2C=CC=CC=2)=CC=1.C(=O)([O-])[O-].[Cs+].[Cs+]. The catalyst is O1CCOCC1.C([O-])(=O)C.[Pd+2].C([O-])(=O)C. The product is [O:25]1[CH2:26][CH2:27][N:22]([C:4]2[C:5]3[N:10]=[C:9]([CH2:11][N:12]4[CH2:15][CH:14]([N:16]5[CH2:21][CH2:20][O:19][CH2:18][CH2:17]5)[CH2:13]4)[S:8][C:6]=3[N:7]=[C:2]([NH:28][C:29]3[C:30]([NH2:35])=[CH:31][CH:32]=[CH:33][CH:34]=3)[N:3]=2)[CH2:23][CH2:24]1. The yield is 0.480. (6) The yield is 0.600. The product is [Cl:1][C:2]1[CH:3]=[CH:4][C:5]([C:8]2[C:12]([C:26](=[O:25])[CH3:27])=[C:11]([C:13]([F:14])([F:16])[F:15])[O:10][N:9]=2)=[CH:6][CH:7]=1. The reactants are [Cl:1][C:2]1[CH:7]=[CH:6][C:5]([C:8]2[CH:12]=[C:11]([C:13]([F:16])([F:15])[F:14])[O:10][N:9]=2)=[CH:4][CH:3]=1.C1(C2[C:27](C3N=CN(C4C=CC=CC=4)C=3)=[C:26](C(F)(F)F)[O:25]N=2)C=CC=CC=1. No catalyst specified. (7) The catalyst is CN(C=O)C. The product is [CH2:84]([O:83][P:82]([CH2:87][CH2:88][NH:89][C:22](=[O:23])[C:21]1[CH:20]=[CH:19][C:18]([N:17]([CH2:16][C:10]2[N:11]=[C:12]3[C:7](=[N:8][CH:9]=2)[N:6]=[C:5]([NH2:4])[N:14]=[C:13]3[NH2:15])[CH3:27])=[CH:26][CH:25]=1)(=[O:86])[O:81][CH2:79][CH3:80])[CH3:85]. The reactants are O.O.Cl.[NH2:4][C:5]1[N:14]=[C:13]([NH2:15])[C:12]2[C:7](=[N:8][CH:9]=[C:10]([CH2:16][N:17]([CH3:27])[C:18]3[CH:26]=[CH:25][C:21]([C:22](O)=[O:23])=[CH:20][CH:19]=3)[N:11]=2)[N:6]=1.NC1N=C(N)C2C(=NC=C(CN(C3C=CC(C(O)=O)=CC=3)C)N=2)N=1.O.O.C(P(=O)(OCC)OCC)#N.CCN(C(C)C)C(C)C.C(O)(=O)C(O)=O.[CH2:79]([O:81][P:82]([CH2:87][CH2:88][NH2:89])(=[O:86])[O:83][CH2:84][CH3:85])[CH3:80]. The yield is 0.700.